Dataset: Peptide-MHC class II binding affinity with 134,281 pairs from IEDB. Task: Regression. Given a peptide amino acid sequence and an MHC pseudo amino acid sequence, predict their binding affinity value. This is MHC class II binding data. (1) The peptide sequence is YLGYVIRDLAAMDGG. The MHC is DRB1_0404 with pseudo-sequence DRB1_0404. The binding affinity (normalized) is 0.644. (2) The peptide sequence is KEIYNYMEPYVSKNP. The MHC is HLA-DPA10103-DPB10201 with pseudo-sequence HLA-DPA10103-DPB10201. The binding affinity (normalized) is 0.582. (3) The peptide sequence is EITGIMKDLDEPGHL. The MHC is HLA-DPA10201-DPB10501 with pseudo-sequence HLA-DPA10201-DPB10501. The binding affinity (normalized) is 0.0153. (4) The binding affinity (normalized) is 0. The MHC is HLA-DQA10401-DQB10402 with pseudo-sequence HLA-DQA10401-DQB10402. The peptide sequence is GPVTILNWSFVRNDQ. (5) The peptide sequence is THMMIWHSNLNDATY. The MHC is DRB1_0401 with pseudo-sequence DRB1_0401. The binding affinity (normalized) is 0.382. (6) The peptide sequence is KNVLKVGRLSAEELM. The MHC is HLA-DQA10401-DQB10402 with pseudo-sequence HLA-DQA10401-DQB10402. The binding affinity (normalized) is 0.0916. (7) The peptide sequence is AAATAGTTVYGAFAI. The MHC is HLA-DQA10102-DQB10602 with pseudo-sequence HLA-DQA10102-DQB10602. The binding affinity (normalized) is 0.894. (8) The peptide sequence is TSLLISWGHYPLHLR. The MHC is DRB1_1302 with pseudo-sequence DRB1_1302. The binding affinity (normalized) is 0.802. (9) The peptide sequence is YEAFVLHFSEALHII. The MHC is HLA-DQA10201-DQB10202 with pseudo-sequence HLA-DQA10201-DQB10202. The binding affinity (normalized) is 0.638.